This data is from Peptide-MHC class II binding affinity with 134,281 pairs from IEDB. The task is: Regression. Given a peptide amino acid sequence and an MHC pseudo amino acid sequence, predict their binding affinity value. This is MHC class II binding data. (1) The peptide sequence is DYVRMWVQAATAMSA. The MHC is HLA-DPA10201-DPB10101 with pseudo-sequence HLA-DPA10201-DPB10101. The binding affinity (normalized) is 0.445. (2) The peptide sequence is MIRIIAQGPKATFEA. The MHC is HLA-DQA10102-DQB10602 with pseudo-sequence HLA-DQA10102-DQB10602. The binding affinity (normalized) is 0.415. (3) The peptide sequence is AAFKIAATAANSAPA. The MHC is HLA-DPA10301-DPB10402 with pseudo-sequence HLA-DPA10301-DPB10402. The binding affinity (normalized) is 0.169. (4) The peptide sequence is KSKYKLATSVLAGLL. The MHC is DRB4_0101 with pseudo-sequence DRB4_0103. The binding affinity (normalized) is 0.235. (5) The peptide sequence is YEGQRVVFIQPSPVRD. The MHC is HLA-DQA10501-DQB10301 with pseudo-sequence HLA-DQA10501-DQB10301. The binding affinity (normalized) is 0.393. (6) The peptide sequence is TLEQDKCVTVMAPDK. The MHC is DRB1_0701 with pseudo-sequence DRB1_0701. The binding affinity (normalized) is 0.